This data is from Peptide-MHC class I binding affinity with 185,985 pairs from IEDB/IMGT. The task is: Regression. Given a peptide amino acid sequence and an MHC pseudo amino acid sequence, predict their binding affinity value. This is MHC class I binding data. (1) The peptide sequence is TQDLFLPFY. The MHC is HLA-B27:05 with pseudo-sequence HLA-B27:05. The binding affinity (normalized) is 0.0847. (2) The MHC is BoLA-AW10 with pseudo-sequence BoLA-AW10. The peptide sequence is RPAELGAAL. The binding affinity (normalized) is 0.0641. (3) The peptide sequence is ETAWPFFYA. The MHC is HLA-B51:01 with pseudo-sequence HLA-B51:01. The binding affinity (normalized) is 0.0847. (4) The peptide sequence is ICDDVLSKY. The MHC is HLA-B40:01 with pseudo-sequence HLA-B40:01. The binding affinity (normalized) is 0.0847. (5) The peptide sequence is ATLLSQVEV. The MHC is HLA-A03:01 with pseudo-sequence HLA-A03:01. The binding affinity (normalized) is 0.0847. (6) The peptide sequence is YTSGPGIRS. The MHC is Mamu-A02 with pseudo-sequence Mamu-A02. The binding affinity (normalized) is 0.354. (7) The peptide sequence is ILMARYMSK. The binding affinity (normalized) is 0.213. The MHC is HLA-C04:01 with pseudo-sequence HLA-C04:01. (8) The peptide sequence is RVVRPWGSY. The MHC is HLA-A80:01 with pseudo-sequence HLA-A80:01. The binding affinity (normalized) is 0.633. (9) The peptide sequence is VEMGEAAGIF. The MHC is HLA-B44:02 with pseudo-sequence HLA-B44:02. The binding affinity (normalized) is 0.661. (10) The peptide sequence is SGPGIRYPK. The MHC is Mamu-B6601 with pseudo-sequence Mamu-B6601. The binding affinity (normalized) is 0.884.